The task is: Predict the reactants needed to synthesize the given product.. This data is from Full USPTO retrosynthesis dataset with 1.9M reactions from patents (1976-2016). (1) Given the product [F:1][C:2]1[C:3]([C:9]2[N:13]([CH:14]3[CH2:19][CH2:18][O:17][CH2:16][CH2:15]3)[C:12]([CH3:20])=[N:11][CH:10]=2)=[N:4][C:5]([NH:8][C:22]2[CH:27]=[N:26][C:25]([S:28]([N:31]3[CH2:32][CH2:33][N:34]([CH3:37])[CH2:35][CH2:36]3)(=[O:30])=[O:29])=[CH:24][CH:23]=2)=[N:6][CH:7]=1, predict the reactants needed to synthesize it. The reactants are: [F:1][C:2]1[C:3]([C:9]2[N:13]([CH:14]3[CH2:19][CH2:18][O:17][CH2:16][CH2:15]3)[C:12]([CH3:20])=[N:11][CH:10]=2)=[N:4][C:5]([NH2:8])=[N:6][CH:7]=1.Br[C:22]1[CH:23]=[CH:24][C:25]([S:28]([N:31]2[CH2:36][CH2:35][N:34]([CH3:37])[CH2:33][CH2:32]2)(=[O:30])=[O:29])=[N:26][CH:27]=1.C([O-])([O-])=O.[Cs+].[Cs+].CC1(C)C2C(=C(P(C3C=CC=CC=3)C3C=CC=CC=3)C=CC=2)OC2C(P(C3C=CC=CC=3)C3C=CC=CC=3)=CC=CC1=2. (2) Given the product [CH2:33]([C:31]1[S:30][C:19]2[N:20]=[C:21]([C:23]3[N:1]=[C:2]([CH3:6])[S:3][CH:24]=3)[N:22]=[C:17]([NH2:16])[C:18]=2[CH:32]=1)[C:34]1[CH:35]=[CH:36][CH:37]=[CH:38][CH:39]=1, predict the reactants needed to synthesize it. The reactants are: [NH2:1][C:2]1[S:3]C(CC2C=CC=CC=2)=C[C:6]=1C#N.[NH2:16][C:17]1[C:18]2[CH:32]=[C:31]([CH2:33][C:34]3[CH:39]=[CH:38][CH:37]=[CH:36][CH:35]=3)[S:30][C:19]=2[N:20]=[C:21]([C:23]2OC(C#N)=C[CH:24]=2)[N:22]=1.CC1SC=C(C#N)N=1.CC1OC(C#N)=CC=1. (3) Given the product [N:11]1([CH2:10][CH2:9][O:8][C:4]2[CH:3]=[C:2]([B:16]3[O:20][C:19]([CH3:22])([CH3:21])[C:18]([CH3:24])([CH3:23])[O:17]3)[CH:7]=[CH:6][N:5]=2)[CH2:15][CH2:14][CH2:13][CH2:12]1, predict the reactants needed to synthesize it. The reactants are: Br[C:2]1[CH:7]=[CH:6][N:5]=[C:4]([O:8][CH2:9][CH2:10][N:11]2[CH2:15][CH2:14][CH2:13][CH2:12]2)[CH:3]=1.[B:16]1([B:16]2[O:20][C:19]([CH3:22])([CH3:21])[C:18]([CH3:24])([CH3:23])[O:17]2)[O:20][C:19]([CH3:22])([CH3:21])[C:18]([CH3:24])([CH3:23])[O:17]1.C([O-])(=O)C.[K+]. (4) Given the product [CH2:1]([O:3][C:4]([C:6]1[NH:7][C:8]([CH3:13])=[C:9]([C:18]2[CH:19]=[CH:20][C:15]([F:14])=[CH:16][CH:17]=2)[C:10]=1[CH3:11])=[O:5])[CH3:2], predict the reactants needed to synthesize it. The reactants are: [CH2:1]([O:3][C:4]([C:6]1[NH:7][C:8]([CH3:13])=[C:9](Br)[C:10]=1[CH3:11])=[O:5])[CH3:2].[F:14][C:15]1[CH:20]=[CH:19][C:18](B(O)O)=[CH:17][CH:16]=1.C(=O)([O-])[O-].[Na+].[Na+]. (5) The reactants are: [Br:1][C:2]1[CH:3]=[C:4]([NH:10][C:11]2[CH:15]=[C:14]([CH3:16])[NH:13][N:12]=2)[C:5](=[O:9])[N:6]([CH3:8])[CH:7]=1.I[CH:18]1[CH2:21][O:20][CH2:19]1.C([O-])([O-])=O.[Cs+].[Cs+]. Given the product [Br:1][C:2]1[CH:3]=[C:4]([NH:10][C:11]2[CH:15]=[C:14]([CH3:16])[N:13]([CH:18]3[CH2:21][O:20][CH2:19]3)[N:12]=2)[C:5](=[O:9])[N:6]([CH3:8])[CH:7]=1, predict the reactants needed to synthesize it. (6) Given the product [F:1][C:2]1[CH:25]=[CH:24][CH:23]=[C:22]([C:26]([F:28])([F:29])[F:27])[C:3]=1[C:4]([NH:6][C:7]1[S:18][C:10]2[C:11]([CH3:17])([CH3:16])[O:12][C:13]([CH3:14])([CH3:15])[C:9]=2[C:8]=1[C:19]([NH:34][CH2:33][CH2:32][O:31][CH3:30])=[O:20])=[O:5], predict the reactants needed to synthesize it. The reactants are: [F:1][C:2]1[CH:25]=[CH:24][CH:23]=[C:22]([C:26]([F:29])([F:28])[F:27])[C:3]=1[C:4]([NH:6][C:7]1[S:18][C:10]2[C:11]([CH3:17])([CH3:16])[O:12][C:13]([CH3:15])([CH3:14])[C:9]=2[C:8]=1[C:19](O)=[O:20])=[O:5].[CH3:30][O:31][CH2:32][CH2:33][NH2:34].